From a dataset of Reaction yield outcomes from USPTO patents with 853,638 reactions. Predict the reaction yield, written as a fraction of the theoretical maximum amount of product (1.0 means a 100% yield; for example, 0.34 means a 34% yield). (1) The reactants are N[C:2]1[CH:13]=[CH:12][C:11](Br)=[CH:10][C:3]=1[C:4]([N:6]([O:8][CH3:9])[CH3:7])=[O:5].[Cl:15][C:16]1[CH:17]=[C:18](B(O)O)[CH:19]=[CH:20][CH:21]=1.C(=O)([O-])[O-].[Na+].[Na+]. The catalyst is COCCOC.O.C1C=CC([P]([Pd]([P](C2C=CC=CC=2)(C2C=CC=CC=2)C2C=CC=CC=2)([P](C2C=CC=CC=2)(C2C=CC=CC=2)C2C=CC=CC=2)[P](C2C=CC=CC=2)(C2C=CC=CC=2)C2C=CC=CC=2)(C2C=CC=CC=2)C2C=CC=CC=2)=CC=1. The product is [Cl:15][C:16]1[CH:21]=[C:20]([C:11]2[CH:12]=[CH:13][CH:2]=[C:3]([CH:10]=2)[C:4]([N:6]([O:8][CH3:9])[CH3:7])=[O:5])[CH:19]=[CH:18][CH:17]=1. The yield is 0.570. (2) The reactants are [CH3:1][C:2]1[CH:7]=[C:6]([CH3:8])[NH:5][C:4](=[O:9])[C:3]=1[CH2:10][NH:11][C:12]([C:14]1[CH:15]=[C:16]([C:30]2[CH:35]=[CH:34][C:33]([CH:36]=O)=[C:32]([F:38])[CH:31]=2)[CH:17]=[C:18]([N:21]([CH2:28][CH3:29])[CH:22]2[CH2:27][CH2:26][O:25][CH2:24][CH2:23]2)[C:19]=1[CH3:20])=[O:13].[NH:39]1[CH2:44][CH2:43][O:42][CH2:41][CH2:40]1.C(O)(=O)C.C(O[BH-](OC(=O)C)OC(=O)C)(=O)C.[Na+]. The catalyst is ClC(Cl)C.ClCCl. The product is [CH3:1][C:2]1[CH:7]=[C:6]([CH3:8])[NH:5][C:4](=[O:9])[C:3]=1[CH2:10][NH:11][C:12]([C:14]1[CH:15]=[C:16]([C:30]2[CH:35]=[CH:34][C:33]([CH2:36][N:39]3[CH2:44][CH2:43][O:42][CH2:41][CH2:40]3)=[C:32]([F:38])[CH:31]=2)[CH:17]=[C:18]([N:21]([CH2:28][CH3:29])[CH:22]2[CH2:27][CH2:26][O:25][CH2:24][CH2:23]2)[C:19]=1[CH3:20])=[O:13]. The yield is 0.200. (3) The reactants are Cl[CH2:2][C:3]1[N:12]=[C:11]([N:13]([C:15]2[CH:20]=[CH:19][C:18]([O:21][CH3:22])=[CH:17][CH:16]=2)[CH3:14])[C:10]2[C:5](=[CH:6][CH:7]=[C:8]([F:23])[CH:9]=2)[N:4]=1.ClC1C2C(=CC=C(F)C=2)N=C(CCl)[N:26]=1.COC1C=CC(NC)=CC=1. The catalyst is CC(O)C.Cl.C(Cl)Cl. The product is [NH2:26][CH2:2][C:3]1[N:12]=[C:11]([N:13]([C:15]2[CH:20]=[CH:19][C:18]([O:21][CH3:22])=[CH:17][CH:16]=2)[CH3:14])[C:10]2[C:5](=[CH:6][CH:7]=[C:8]([F:23])[CH:9]=2)[N:4]=1. The yield is 0.680. (4) The reactants are [CH3:1][NH:2][C:3]1[CH:10]=[CH:9][C:6]([O:7][CH3:8])=[CH:5][CH:4]=1.C(N(C(C)C)C(C)C)C.[CH3:20][O:21][CH2:22][CH2:23]Br. The catalyst is C(#N)C. The product is [CH3:20][O:21][CH2:22][CH2:23][N:2]([C:3]1[CH:10]=[CH:9][C:6]([O:7][CH3:8])=[CH:5][CH:4]=1)[CH3:1]. The yield is 0.840. (5) The reactants are [CH2:1]([O:8][C:9]([NH:11][C@H:12]([CH2:22]O)[CH2:13][CH2:14][C:15]([O:17][C:18]([CH3:21])([CH3:20])[CH3:19])=[O:16])=[O:10])[C:2]1[CH:7]=[CH:6][CH:5]=[CH:4][CH:3]=1.C(Br)(Br)(Br)[Br:25].C1(P(C2C=CC=CC=2)C2C=CC=CC=2)C=CC=CC=1. The catalyst is ClCCl. The product is [CH2:1]([O:8][C:9]([NH:11][C@H:12]([CH2:22][Br:25])[CH2:13][CH2:14][C:15]([O:17][C:18]([CH3:21])([CH3:20])[CH3:19])=[O:16])=[O:10])[C:2]1[CH:7]=[CH:6][CH:5]=[CH:4][CH:3]=1. The yield is 0.800. (6) The catalyst is O1CCOCC1.C(OCC)(=O)C.C1C=CC(P(C2C=CC=CC=2)[C-]2C=CC=C2)=CC=1.C1C=CC(P(C2C=CC=CC=2)[C-]2C=CC=C2)=CC=1.Cl[Pd]Cl.[Fe+2]. The reactants are Br[C:2]1[C:7](=[O:8])[N:6]([CH2:9][C:10]2[CH:15]=[CH:14][C:13]([C:16]3[C:17]([C:22]#[N:23])=[CH:18][CH:19]=[CH:20][CH:21]=3)=[CH:12][CH:11]=2)[C:5]([CH2:24][CH2:25][CH2:26][CH3:27])=[N:4][C:3]=1[CH3:28].[CH3:29][N:30]1[CH:34]=[C:33](B2OC(C)(C)C(C)(C)O2)[CH:32]=[N:31]1.C(=O)([O-])[O-].[Cs+].[Cs+]. The product is [CH2:24]([C:5]1[N:6]([CH2:9][C:10]2[CH:15]=[CH:14][C:13]([C:16]3[C:17]([C:22]#[N:23])=[CH:18][CH:19]=[CH:20][CH:21]=3)=[CH:12][CH:11]=2)[C:7](=[O:8])[C:2]([C:33]2[CH:32]=[N:31][N:30]([CH3:29])[CH:34]=2)=[C:3]([CH3:28])[N:4]=1)[CH2:25][CH2:26][CH3:27]. The yield is 0.430.